From a dataset of Forward reaction prediction with 1.9M reactions from USPTO patents (1976-2016). Predict the product of the given reaction. (1) Given the reactants [Br:1][C:2]1[CH:3]=[CH:4][C:5]2[S:9](=[O:11])(=[O:10])[NH:8][CH:7]([CH3:12])[C:6]=2[CH:13]=1.Cl[CH2:15][CH2:16][S:17][CH3:18].C([O-])([O-])=O.[K+].[K+].N#N, predict the reaction product. The product is: [Br:1][C:2]1[CH:3]=[CH:4][C:5]2[S:9](=[O:10])(=[O:11])[N:8]([CH2:15][CH2:16][S:17][CH3:18])[CH:7]([CH3:12])[C:6]=2[CH:13]=1. (2) Given the reactants FC(F)(F)C(O)=O.[CH3:8][C:9]1[S:13][CH:12]=[C:11]([C:14]([N:16]2[CH2:21][C:20]3([CH2:26][CH2:25][N:24](C(OC(C)(C)C)=O)[CH2:23][CH2:22]3)[O:19][CH2:18][CH2:17]2)=[O:15])[CH:10]=1, predict the reaction product. The product is: [CH3:8][C:9]1[S:13][CH:12]=[C:11]([C:14]([N:16]2[CH2:21][C:20]3([CH2:26][CH2:25][NH:24][CH2:23][CH2:22]3)[O:19][CH2:18][CH2:17]2)=[O:15])[CH:10]=1. (3) Given the reactants [CH2:1]([N:8]([CH2:21][C:22]1[CH:27]=[CH:26][CH:25]=[CH:24][CH:23]=1)[C:9]1[N:14]=[C:13]2[C:15](=[CH:18][C:19]#[N:20])[CH2:16][CH2:17][C:12]2=[CH:11][CH:10]=1)[C:2]1[CH:7]=[CH:6][CH:5]=[CH:4][CH:3]=1, predict the reaction product. The product is: [CH2:21]([N:8]([CH2:1][C:2]1[CH:7]=[CH:6][CH:5]=[CH:4][CH:3]=1)[C:9]1[N:14]=[C:13]2[CH:15]([CH2:18][C:19]#[N:20])[CH2:16][CH2:17][C:12]2=[CH:11][CH:10]=1)[C:22]1[CH:23]=[CH:24][CH:25]=[CH:26][CH:27]=1. (4) Given the reactants [C:1]([C:5]1[CH:10]=[CH:9][CH:8]=[CH:7][C:6]=1[N:11]1[CH2:16][CH2:15][N:14]([C:17]([C:19]2[N:20]([CH3:34])[C:21]3[C:26]([CH:27]=2)=[CH:25][C:24]([O:28][CH2:29][C:30]([O:32]C)=[O:31])=[CH:23][CH:22]=3)=[O:18])[CH2:13][CH2:12]1)([CH3:4])([CH3:3])[CH3:2].[OH-].[Na+].CO.Cl, predict the reaction product. The product is: [C:1]([C:5]1[CH:10]=[CH:9][CH:8]=[CH:7][C:6]=1[N:11]1[CH2:16][CH2:15][N:14]([C:17]([C:19]2[N:20]([CH3:34])[C:21]3[C:26]([CH:27]=2)=[CH:25][C:24]([O:28][CH2:29][C:30]([OH:32])=[O:31])=[CH:23][CH:22]=3)=[O:18])[CH2:13][CH2:12]1)([CH3:4])([CH3:2])[CH3:3]. (5) Given the reactants [CH3:1][O:2][C:3](=[O:14])[CH2:4][O:5][C:6]1[CH:11]=[CH:10][C:9]([F:12])=[C:8]([NH2:13])[CH:7]=1.C([O:17][C:18](=O)[CH:19]([CH2:24][C:25]1[CH:30]=[CH:29][C:28]([O:31][CH3:32])=[CH:27][CH:26]=1)[C:20](=O)[CH2:21][CH3:22])C, predict the reaction product. The product is: [CH3:1][O:2][C:3](=[O:14])[CH2:4][O:5][C:6]1[CH:11]=[CH:10][C:9]([F:12])=[C:8]2[C:7]=1[C:18](=[O:17])[C:19]([CH2:24][C:25]1[CH:26]=[CH:27][C:28]([O:31][CH3:32])=[CH:29][CH:30]=1)=[C:20]([CH2:21][CH3:22])[NH:13]2. (6) Given the reactants [Cl:1][C:2]1[CH:3]=[C:4]([C@H:8]([N:19]([C:21]2[CH:29]=[CH:28][C:24]([C:25](O)=[O:26])=[CH:23][CH:22]=2)[CH3:20])[CH2:9][N:10]2[CH2:14][CH2:13][C@H:12]([O:15][CH2:16][O:17][CH3:18])[CH2:11]2)[CH:5]=[CH:6][CH:7]=1.[CH2:30]([NH2:33])[CH2:31][CH3:32], predict the reaction product. The product is: [Cl:1][C:2]1[CH:3]=[C:4]([C@H:8]([N:19]([C:21]2[CH:29]=[CH:28][C:24]([C:25]([NH:33][CH2:30][CH2:31][CH3:32])=[O:26])=[CH:23][CH:22]=2)[CH3:20])[CH2:9][N:10]2[CH2:14][CH2:13][C@H:12]([O:15][CH2:16][O:17][CH3:18])[CH2:11]2)[CH:5]=[CH:6][CH:7]=1.